Dataset: hERG potassium channel inhibition data for cardiac toxicity prediction from Karim et al.. Task: Regression/Classification. Given a drug SMILES string, predict its toxicity properties. Task type varies by dataset: regression for continuous values (e.g., LD50, hERG inhibition percentage) or binary classification for toxic/non-toxic outcomes (e.g., AMES mutagenicity, cardiotoxicity, hepatotoxicity). Dataset: herg_karim. (1) The drug is COC1COCCC1N[C@@H]1C[C@H]2C[C@H](OC)C[C@@]2(C(=O)N2CCc3ncc(C(F)(F)F)cc3C2)C1. The result is 0 (non-blocker). (2) The drug is Cc1ncoc1-c1nnc(SCCCN2CCC3CC3(c3ccc(C(F)(F)F)cc3)C2)n1C. The result is 1 (blocker).